From a dataset of Peptide-MHC class I binding affinity with 185,985 pairs from IEDB/IMGT. Regression. Given a peptide amino acid sequence and an MHC pseudo amino acid sequence, predict their binding affinity value. This is MHC class I binding data. (1) The binding affinity (normalized) is 0.0847. The peptide sequence is TVLDHILQK. The MHC is HLA-A02:19 with pseudo-sequence HLA-A02:19. (2) The peptide sequence is RKAKIIRDY. The MHC is HLA-B58:01 with pseudo-sequence HLA-B58:01. The binding affinity (normalized) is 0. (3) The MHC is HLA-B51:01 with pseudo-sequence HLA-B51:01. The binding affinity (normalized) is 0.0847. The peptide sequence is AVGFFPTGV. (4) The peptide sequence is KYMDNELVY. The binding affinity (normalized) is 0.0847. The MHC is HLA-B39:01 with pseudo-sequence HLA-B39:01. (5) The binding affinity (normalized) is 0.0847. The peptide sequence is ILNSDDEQA. The MHC is HLA-A69:01 with pseudo-sequence HLA-A69:01. (6) The peptide sequence is ACRCGRFQK. The MHC is HLA-A03:01 with pseudo-sequence HLA-A03:01. The binding affinity (normalized) is 0.244. (7) The peptide sequence is LVSAGIRKV. The MHC is HLA-A31:01 with pseudo-sequence HLA-A31:01. The binding affinity (normalized) is 0. (8) The peptide sequence is VQLSNNKYVL. The MHC is HLA-A68:02 with pseudo-sequence HLA-A68:02. The binding affinity (normalized) is 0. (9) The peptide sequence is AIIDYIAYM. The MHC is HLA-A31:01 with pseudo-sequence HLA-A31:01. The binding affinity (normalized) is 0.337. (10) The peptide sequence is IQIQATETA. The MHC is HLA-B46:01 with pseudo-sequence HLA-B46:01. The binding affinity (normalized) is 0.0847.